From a dataset of Peptide-MHC class I binding affinity with 185,985 pairs from IEDB/IMGT. Regression. Given a peptide amino acid sequence and an MHC pseudo amino acid sequence, predict their binding affinity value. This is MHC class I binding data. (1) The peptide sequence is RPRGAPTPT. The MHC is HLA-B58:01 with pseudo-sequence HLA-B58:01. The binding affinity (normalized) is 0.213. (2) The peptide sequence is HHSDDALFI. The MHC is HLA-B58:01 with pseudo-sequence HLA-B58:01. The binding affinity (normalized) is 0.0847. (3) The binding affinity (normalized) is 0.171. The peptide sequence is IAVSVYGAIT. The MHC is HLA-A02:02 with pseudo-sequence HLA-A02:02. (4) The peptide sequence is GRGQILLGK. The MHC is HLA-A02:01 with pseudo-sequence HLA-A02:01. The binding affinity (normalized) is 0.197. (5) The peptide sequence is DEVEFLGHY. The MHC is HLA-B18:01 with pseudo-sequence HLA-B18:01. The binding affinity (normalized) is 1.00. (6) The binding affinity (normalized) is 0.0111. The peptide sequence is VLSDFKSWL. The MHC is HLA-A68:02 with pseudo-sequence HLA-A68:02.